This data is from Forward reaction prediction with 1.9M reactions from USPTO patents (1976-2016). The task is: Predict the product of the given reaction. (1) Given the reactants [ClH:1].Cl.C([O:5][C:6]([C:8]1([CH2:20][O:21][C:22]2[CH:23]=[CH:24][C:25]3[CH2:31][CH2:30][CH2:29][N:28]([C:32](=[NH:34])[NH2:33])[CH2:27][C:26]=3[CH:35]=2)[CH2:13][CH2:12][N:11]([C:14]2[CH:19]=[CH:18][N:17]=[CH:16][CH:15]=2)[CH2:10][CH2:9]1)=[O:7])C, predict the reaction product. The product is: [ClH:1].[ClH:1].[C:32]([N:28]1[CH2:29][CH2:30][CH2:31][C:25]2[CH:24]=[CH:23][C:22]([O:21][CH2:20][C:8]3([C:6]([OH:7])=[O:5])[CH2:13][CH2:12][N:11]([C:14]4[CH:19]=[CH:18][N:17]=[CH:16][CH:15]=4)[CH2:10][CH2:9]3)=[CH:35][C:26]=2[CH2:27]1)(=[NH:33])[NH2:34]. (2) Given the reactants [CH3:1][N:2]([CH3:27])[C:3]([CH2:5][O:6][N:7]([CH2:19][C:20]1[CH:25]=[CH:24][C:23]([F:26])=[CH:22][CH:21]=1)[C:8](=[O:18])[CH:9]=[C:10]1[C:14](=[O:15])[O:13]C(C)(C)[O:11]1)=[O:4].[OH-].[Li+].Cl, predict the reaction product. The product is: [CH3:27][N:2]([CH3:1])[C:3]([CH2:5][O:6][N:7]([CH2:19][C:20]1[CH:21]=[CH:22][C:23]([F:26])=[CH:24][CH:25]=1)[C:8]([CH:9]=[C:10]([OH:11])[C:14]([OH:15])=[O:13])=[O:18])=[O:4]. (3) Given the reactants [NH2:1][C:2]1[S:6][C:5]([C:7]2[CH:8]=[C:9]3[C:14](=[CH:15][CH:16]=2)[N:13]=[CH:12][N:11]=[C:10]3[N:17](C(OC(C)(C)C)=O)C(OC(C)(C)C)=O)=[CH:4][CH:3]=1.Br[C:33]1[N:51]=[CH:50][CH:49]=[CH:48][C:34]=1[C:35]([NH:37][C@H:38]([C:40]1[CH:45]=[CH:44][C:43]([F:46])=[C:42]([F:47])[CH:41]=1)[CH3:39])=[O:36].C([O-])([O-])=O.[Cs+].[Cs+].CC1(C)C2C(=C(P(C3C=CC=CC=3)C3C=CC=CC=3)C=CC=2)OC2C(P(C3C=CC=CC=3)C3C=CC=CC=3)=CC=CC1=2, predict the reaction product. The product is: [NH2:17][C:10]1[C:9]2[C:14](=[CH:15][CH:16]=[C:7]([C:5]3[S:6][C:2]([NH:1][C:33]4[N:51]=[CH:50][CH:49]=[CH:48][C:34]=4[C:35]([NH:37][C@H:38]([C:40]4[CH:45]=[CH:44][C:43]([F:46])=[C:42]([F:47])[CH:41]=4)[CH3:39])=[O:36])=[CH:3][CH:4]=3)[CH:8]=2)[N:13]=[CH:12][N:11]=1.